Task: Predict the reaction yield, written as a fraction of the theoretical maximum amount of product (1.0 means a 100% yield; for example, 0.34 means a 34% yield).. Dataset: Reaction yield outcomes from USPTO patents with 853,638 reactions (1) The reactants are [NH2:1][C:2]1[CH:7]=[C:6]([O:8][C:9]2[C:14]([F:15])=[CH:13][C:12]([NH:16][C:17]([C:19]3([C:22]([NH:24][C:25]4[CH:30]=[CH:29][C:28]([F:31])=[CH:27][CH:26]=4)=[O:23])[CH2:21][CH2:20]3)=[O:18])=[C:11]([F:32])[CH:10]=2)[CH:5]=[CH:4][N:3]=1.[CH2:33]([N:35]([CH2:38][CH3:39])[CH2:36]C)C.Cl[C:41](OC1C=CC=CC=1)=[O:42].C(OCC)(=[O:52])C. The catalyst is O1CCCC1.O. The product is [F:32][C:11]1[CH:10]=[C:9]([O:8][C:6]2[CH:5]=[CH:4][N:3]=[C:2]([NH:1][C:36]([N:35]3[CH2:33][CH:39]([CH2:41][OH:42])[CH2:38]3)=[O:52])[CH:7]=2)[C:14]([F:15])=[CH:13][C:12]=1[NH:16][C:17]([C:19]1([C:22]([NH:24][C:25]2[CH:26]=[CH:27][C:28]([F:31])=[CH:29][CH:30]=2)=[O:23])[CH2:21][CH2:20]1)=[O:18]. The yield is 0.280. (2) The reactants are [Br:1][C:2]1[CH:7]=[CH:6][CH:5]=[CH:4][C:3]=1[NH:8][C:9](=[O:23])[NH:10][C:11]1[CH:16]=[CH:15][C:14]([CH2:17][C:18]([OH:20])=O)=[CH:13][C:12]=1[O:21][CH3:22].[NH2:24][C@@H:25]([CH3:44])[CH2:26][O:27][C:28]1[CH:43]=[CH:42][C:31]([C:32]([O:34][CH2:35][C:36]2[CH:41]=[CH:40][CH:39]=[CH:38][CH:37]=2)=[O:33])=[CH:30][CH:29]=1.CCN=C=NCCCN(C)C.Cl.C1C=CC2N(O)N=NC=2C=1. The catalyst is CN(C1C=CN=CC=1)C.CN(C=O)C.CCOC(C)=O. The product is [Br:1][C:2]1[CH:7]=[CH:6][CH:5]=[CH:4][C:3]=1[NH:8][C:9](=[O:23])[NH:10][C:11]1[CH:16]=[CH:15][C:14]([CH2:17][C:18]([NH:24][C@@H:25]([CH3:44])[CH2:26][O:27][C:28]2[CH:43]=[CH:42][C:31]([C:32]([O:34][CH2:35][C:36]3[CH:37]=[CH:38][CH:39]=[CH:40][CH:41]=3)=[O:33])=[CH:30][CH:29]=2)=[O:20])=[CH:13][C:12]=1[O:21][CH3:22]. The yield is 0.580. (3) The reactants are [Cl:1][C:2]1[CH:7]=[CH:6][CH:5]=[CH:4][C:3]=1[S:8]([N:11]1[CH2:16][CH2:15][CH2:14][CH:13]([C:17]([O-:19])=O)[CH2:12]1)(=[O:10])=[O:9].[Li+].[CH3:21][C:22]1[CH:23]=[C:24]([CH:28]2[CH2:32][CH2:31][CH2:30][NH:29]2)[CH:25]=[CH:26][CH:27]=1.CCN(C(C)C)C(C)C.CN(C(ON1N=NC2C=CC=NC1=2)=[N+](C)C)C.F[P-](F)(F)(F)(F)F. The catalyst is CN(C=O)C.C(Cl)Cl.[Cl-].[Na+].O. The product is [Cl:1][C:2]1[CH:7]=[CH:6][CH:5]=[CH:4][C:3]=1[S:8]([N:11]1[CH2:16][CH2:15][CH2:14][CH:13]([C:17]([N:29]2[CH2:30][CH2:31][CH2:32][CH:28]2[C:24]2[CH:23]=[C:22]([CH3:21])[CH:27]=[CH:26][CH:25]=2)=[O:19])[CH2:12]1)(=[O:9])=[O:10]. The yield is 0.208. (4) The reactants are [NH2:1][C:2]1[N:7]=[CH:6][N:5]=[C:4]2[N:8]([CH:15]([C:17]3[C:18]([O:36][CH3:37])=[C:19]([CH:25]4[CH2:28][N:27]([C:29]([O:31][C:32]([CH3:35])([CH3:34])[CH3:33])=[O:30])[CH2:26]4)[C:20]([F:24])=[C:21]([Cl:23])[CH:22]=3)[CH3:16])[N:9]=[C:10]([CH:11]([OH:14])CO)[C:3]=12.C(O)(=O)C.I([O-])(=O)(=O)=O.[Na+]. The catalyst is O1CCCC1.O. The product is [NH2:1][C:2]1[N:7]=[CH:6][N:5]=[C:4]2[N:8]([CH:15]([C:17]3[C:18]([O:36][CH3:37])=[C:19]([CH:25]4[CH2:26][N:27]([C:29]([O:31][C:32]([CH3:34])([CH3:33])[CH3:35])=[O:30])[CH2:28]4)[C:20]([F:24])=[C:21]([Cl:23])[CH:22]=3)[CH3:16])[N:9]=[C:10]([CH:11]=[O:14])[C:3]=12. The yield is 0.920. (5) The reactants are [Cl:1][C:2]1[CH:18]=[CH:17][C:5]2[CH2:6][CH2:7][N:8]([C:11](=[O:16])[C:12]([F:15])([F:14])[F:13])[CH2:9][CH2:10][C:4]=2[C:3]=1OS(C(F)(F)F)(=O)=O.[NH2:27][CH:28]([C:30]1[S:31][C:32]([CH3:35])=[CH:33][CH:34]=1)[CH3:29].C1C=CC(P(C2C(C3C(P(C4C=CC=CC=4)C4C=CC=CC=4)=CC=C4C=3C=CC=C4)=C3C(C=CC=C3)=CC=2)C2C=CC=CC=2)=CC=1.C(=O)([O-])[O-].[Cs+].[Cs+]. The catalyst is C1(C)C=CC=CC=1.C([O-])(=O)C.[Pd+2].C([O-])(=O)C. The product is [Cl:1][C:2]1[CH:18]=[CH:17][C:5]2[CH2:6][CH2:7][N:8]([C:11](=[O:16])[C:12]([F:15])([F:13])[F:14])[CH2:9][CH2:10][C:4]=2[C:3]=1[NH:27][CH:28]([C:30]1[S:31][C:32]([CH3:35])=[CH:33][CH:34]=1)[CH3:29]. The yield is 0.500. (6) The yield is 0.970. The catalyst is O1CCOCC1.O. The reactants are [Br:1][C:2]1[CH:3]=[C:4](/[CH:7]=[CH:8]/[C:9](Cl)=[O:10])[O:5][CH:6]=1.[N-:12]=[N+:13]=[N-:14].[Na+].C(OCC)(=O)C. The product is [Br:1][C:2]1[CH:3]=[C:4](/[CH:7]=[CH:8]/[C:9]([N:12]=[N+:13]=[N-:14])=[O:10])[O:5][CH:6]=1. (7) The reactants are CO[C:3](=[O:24])[C:4]1[CH:9]=[CH:8][C:7]([O:10][CH2:11][C:12]2[C:13]([C:17]3[CH:22]=[CH:21][C:20]([F:23])=[CH:19][CH:18]=3)=[N:14][O:15][CH:16]=2)=[N:6][CH:5]=1.[NH2:25][CH:26]1[CH2:31][CH2:30][O:29][CH2:28][CH2:27]1. No catalyst specified. The product is [F:23][C:20]1[CH:19]=[CH:18][C:17]([C:13]2[C:12]([CH2:11][O:10][C:7]3[CH:8]=[CH:9][C:4]([C:3]([NH:25][CH:26]4[CH2:31][CH2:30][O:29][CH2:28][CH2:27]4)=[O:24])=[CH:5][N:6]=3)=[CH:16][O:15][N:14]=2)=[CH:22][CH:21]=1. The yield is 0.880.